From a dataset of Peptide-MHC class II binding affinity with 134,281 pairs from IEDB. Regression. Given a peptide amino acid sequence and an MHC pseudo amino acid sequence, predict their binding affinity value. This is MHC class II binding data. The peptide sequence is EKKYFAATQFEPLVA. The MHC is HLA-DPA10201-DPB11401 with pseudo-sequence HLA-DPA10201-DPB11401. The binding affinity (normalized) is 0.846.